This data is from Peptide-MHC class I binding affinity with 185,985 pairs from IEDB/IMGT. The task is: Regression. Given a peptide amino acid sequence and an MHC pseudo amino acid sequence, predict their binding affinity value. This is MHC class I binding data. (1) The peptide sequence is GVAMPNLYK. The MHC is HLA-B15:01 with pseudo-sequence HLA-B15:01. The binding affinity (normalized) is 0.0847. (2) The peptide sequence is KQMYKTPTLK. The MHC is HLA-A03:01 with pseudo-sequence HLA-A03:01. The binding affinity (normalized) is 0.923. (3) The peptide sequence is YREGRDQLWK. The MHC is HLA-B27:05 with pseudo-sequence HLA-B27:05. The binding affinity (normalized) is 0.298. (4) The peptide sequence is PYIACRTSI. The MHC is H-2-Ld with pseudo-sequence H-2-Ld. The binding affinity (normalized) is 0.236. (5) The peptide sequence is YFIKHVLAF. The MHC is HLA-B15:01 with pseudo-sequence HLA-B15:01. The binding affinity (normalized) is 0.914. (6) The peptide sequence is DLLNSMMNR. The MHC is HLA-A33:01 with pseudo-sequence HLA-A33:01. The binding affinity (normalized) is 0.848. (7) The peptide sequence is EDFEIFYNL. The MHC is HLA-B18:01 with pseudo-sequence YHSTYRNISTNTYESNLYLRYDSYTWAVLAYTWH. The binding affinity (normalized) is 0.0847.